Dataset: Full USPTO retrosynthesis dataset with 1.9M reactions from patents (1976-2016). Task: Predict the reactants needed to synthesize the given product. (1) Given the product [CH3:50][C:51]([CH3:66])([CH3:65])[C@H:52]([NH:56][C:57]([O:59][CH2:60][CH2:61][CH2:62][CH:63]=[CH2:64])=[O:58])[C:53]([N:30]1[CH2:31][C@:27]([O:26][CH3:25])([C:36]2[CH:45]=[CH:44][C:43]3[C:38](=[CH:39][C:40]([CH:48]=[CH2:49])=[C:41]([O:46][CH3:47])[CH:42]=3)[CH:37]=2)[CH2:28][C@H:29]1[C:32]([O:34][CH3:35])=[O:33])=[O:54], predict the reactants needed to synthesize it. The reactants are: CN(C(ON1N=NC2C=CC=NC1=2)=[N+](C)C)C.F[P-](F)(F)(F)(F)F.[CH3:25][O:26][C@:27]1([C:36]2[CH:45]=[CH:44][C:43]3[C:38](=[CH:39][C:40]([CH:48]=[CH2:49])=[C:41]([O:46][CH3:47])[CH:42]=3)[CH:37]=2)[CH2:31][NH:30][C@H:29]([C:32]([O:34][CH3:35])=[O:33])[CH2:28]1.[CH3:50][C:51]([CH3:66])([CH3:65])[C@H:52]([NH:56][C:57]([O:59][CH2:60][CH2:61][CH2:62][CH:63]=[CH2:64])=[O:58])[C:53](O)=[O:54].CCN(C(C)C)C(C)C. (2) Given the product [F:18][C:16]1([F:19])[CH2:17][CH:14]([CH2:13][O:12][C:3]2[CH:4]=[CH:5][C:6]([C:8]([OH:10])=[O:9])=[N:7][C:2]=2[O:21][CH3:20])[CH2:15]1, predict the reactants needed to synthesize it. The reactants are: Cl[C:2]1[N:7]=[C:6]([C:8]([O:10]C)=[O:9])[CH:5]=[CH:4][C:3]=1[O:12][CH2:13][CH:14]1[CH2:17][C:16]([F:19])([F:18])[CH2:15]1.[CH3:20][O-:21].[Na+].O. (3) Given the product [C:1]([C:4]1[CH:9]=[N:8][N:7]2[CH:10]=[C:11]([C:13]3[N:32]=[N:31][N:30]([C:33]4[CH:38]=[CH:37][CH:36]=[CH:35][CH:34]=4)[CH:14]=3)[CH:12]=[C:6]2[C:5]=1[NH:15][C@H:16]1[C@@H:20]([CH2:21][CH3:22])[CH2:19][N:18]([C:23]([O:25][C:26]([CH3:28])([CH3:27])[CH3:29])=[O:24])[CH2:17]1)(=[O:3])[NH2:2], predict the reactants needed to synthesize it. The reactants are: [C:1]([C:4]1[CH:9]=[N:8][N:7]2[CH:10]=[C:11]([C:13]#[CH:14])[CH:12]=[C:6]2[C:5]=1[NH:15][C@H:16]1[C@@H:20]([CH2:21][CH3:22])[CH2:19][N:18]([C:23]([O:25][C:26]([CH3:29])([CH3:28])[CH3:27])=[O:24])[CH2:17]1)(=[O:3])[NH2:2].[N:30]([C:33]1[CH:38]=[CH:37][CH:36]=[CH:35][CH:34]=1)=[N+:31]=[N-:32]. (4) Given the product [F:27][C:23]1[CH:24]=[CH:25][CH:26]=[C:2]([F:1])[C:3]=1[CH2:4][NH:6][C:7]1[S:8][C:9]([C:13]2[CH:18]=[CH:17][CH:16]=[C:15]([C:19]([F:21])([F:22])[F:20])[CH:14]=2)=[C:10]([CH3:12])[N:11]=1, predict the reactants needed to synthesize it. The reactants are: [F:1][C:2]1[CH:26]=[CH:25][CH:24]=[C:23]([F:27])[C:3]=1[C:4]([NH:6][C:7]1[S:8][C:9]([C:13]2[CH:18]=[CH:17][CH:16]=[C:15]([C:19]([F:22])([F:21])[F:20])[CH:14]=2)=[C:10]([CH3:12])[N:11]=1)=O.C1COCC1. (5) Given the product [C:7]1([C:30]2[CH:31]=[CH:32][CH:33]=[CH:34][CH:35]=2)[CH:8]=[CH:9][C:10]([CH2:13][O:14][C:15]2[CH:16]=[C:17]3[C:22](=[CH:23][CH:24]=2)[CH2:21][CH:20]([CH2:25][CH2:26][OH:27])[CH2:19][CH2:18]3)=[CH:11][CH:12]=1, predict the reactants needed to synthesize it. The reactants are: [H-].[Al+3].[Li+].[H-].[H-].[H-].[C:7]1([C:30]2[CH:35]=[CH:34][CH:33]=[CH:32][CH:31]=2)[CH:12]=[CH:11][C:10]([CH2:13][O:14][C:15]2[CH:16]=[C:17]3[C:22](=[CH:23][CH:24]=2)[CH2:21][CH:20]([CH2:25][C:26](OC)=[O:27])[CH2:19][CH2:18]3)=[CH:9][CH:8]=1. (6) Given the product [CH:2]12[CH:1]=[CH:7][CH:6]([O:30][N:31]1[C:32]([O:33][C:34]([CH3:37])([CH3:36])[CH3:35])=[O:38])[CH2:5][CH2:4][CH2:3]2, predict the reactants needed to synthesize it. The reactants are: [CH:1]1=[CH:2][CH:3]=[CH:4][CH2:5][CH2:6][CH2:7]1.I([O-])(=O)(=O)=O.C([N+](CCCC)(CCCC)CCCC)CCC.[OH:30][NH:31][C:32](=[O:38])[O:33][C:34]([CH3:37])([CH3:36])[CH3:35]. (7) Given the product [CH:20]1([CH2:26][NH:27][C:2]2[CH:7]=[CH:6][C:5]([NH:8][S:9]([C:12]3[S:13][CH:14]=[CH:15][CH:16]=3)(=[O:11])=[O:10])=[CH:4][C:3]=2[N+:17]([O-:19])=[O:18])[CH2:25][CH2:24][CH2:23][CH2:22][CH2:21]1, predict the reactants needed to synthesize it. The reactants are: F[C:2]1[CH:7]=[CH:6][C:5]([NH:8][S:9]([C:12]2[S:13][CH:14]=[CH:15][CH:16]=2)(=[O:11])=[O:10])=[CH:4][C:3]=1[N+:17]([O-:19])=[O:18].[CH:20]1([CH2:26][NH2:27])[CH2:25][CH2:24][CH2:23][CH2:22][CH2:21]1. (8) Given the product [CH:1]([C:3]1[CH:4]=[C:5]([N+:13]([O-:15])=[O:14])[C:6]([OH:12])=[C:7]([CH:11]=1)[C:8]([OH:10])=[O:9])=[O:2], predict the reactants needed to synthesize it. The reactants are: [CH:1]([C:3]1[CH:4]=[CH:5][C:6]([OH:12])=[C:7]([CH:11]=1)[C:8]([OH:10])=[O:9])=[O:2].[N+:13]([O-])([OH:15])=[O:14]. (9) Given the product [Cl:13][C:14]1[C:21]([Cl:22])=[CH:20][CH:19]=[CH:18][C:15]=1[CH2:16][NH:17][C:5](=[O:11])[N:33]([CH2:34][CH2:35][OH:36])[CH3:32], predict the reactants needed to synthesize it. The reactants are: ClC(Cl)(O[C:5](=[O:11])OC(Cl)(Cl)Cl)Cl.[Cl:13][C:14]1[C:21]([Cl:22])=[CH:20][CH:19]=[CH:18][C:15]=1[CH2:16][NH2:17].CCN(C(C)C)C(C)C.[CH3:32][NH:33][CH2:34][CH2:35][OH:36]. (10) Given the product [O:25]1[CH2:24][CH2:23][CH:22]([N:3]2[CH:2]=[N:10][C:9]3[C:4]2=[N:5][C:6]([C:11]2[CH:12]=[N:13][N:14]4[CH:19]=[CH:18][C:17]([C:20]#[N:21])=[CH:16][C:15]=24)=[N:7][CH:8]=3)[CH2:27][CH2:26]1, predict the reactants needed to synthesize it. The reactants are: O=[C:2]1[NH:10][C:9]2[C:4](=[N:5][C:6]([C:11]3[CH:12]=[N:13][N:14]4[CH:19]=[CH:18][C:17]([C:20]#[N:21])=[CH:16][C:15]=34)=[N:7][CH:8]=2)[N:3]1[CH:22]1[CH2:27][CH2:26][O:25][CH2:24][CH2:23]1.C(OC(OCC)OCC)C.